Dataset: Aqueous solubility values for 9,982 compounds from the AqSolDB database. Task: Regression/Classification. Given a drug SMILES string, predict its absorption, distribution, metabolism, or excretion properties. Task type varies by dataset: regression for continuous measurements (e.g., permeability, clearance, half-life) or binary classification for categorical outcomes (e.g., BBB penetration, CYP inhibition). For this dataset (solubility_aqsoldb), we predict Y. (1) The molecule is CC(C)Br. The Y is -1.60 log mol/L. (2) The molecule is C[N+]1([O-])CCOCC1. The Y is 0.456 log mol/L. (3) The compound is CCN1c2ccccc2N(C)C(=O)c2cccnc21. The Y is -3.32 log mol/L. (4) The Y is -3.21 log mol/L. The molecule is Fc1cc(Br)cc(F)c1F. (5) The drug is CCOCCOC(=O)CCCCCCCCC(=O)OCCOCC. The Y is -3.20 log mol/L. (6) The molecule is O=P([O-])([O-])O.[Mn+2]. The Y is 0.146 log mol/L. (7) The Y is -1.20 log mol/L. The drug is Cc1cc(=O)c2ccccc2[nH]1. (8) The drug is CC(=O)Nc1ncc2ncn(COCCOC(C)=O)c2n1. The Y is -0.730 log mol/L. (9) The compound is CCCCCCOC. The Y is -2.25 log mol/L.